Task: Regression. Given two drug SMILES strings and cell line genomic features, predict the synergy score measuring deviation from expected non-interaction effect.. Dataset: Merck oncology drug combination screen with 23,052 pairs across 39 cell lines (1) Drug 1: COC12C(COC(N)=O)C3=C(C(=O)C(C)=C(N)C3=O)N1CC1NC12. Drug 2: CCc1cnn2c(NCc3ccc[n+]([O-])c3)cc(N3CCCCC3CCO)nc12. Cell line: NCIH1650. Synergy scores: synergy=-23.5. (2) Drug 1: N#Cc1ccc(Cn2cncc2CN2CCN(c3cccc(Cl)c3)C(=O)C2)cc1. Drug 2: NC1(c2ccc(-c3nc4ccn5c(=O)[nH]nc5c4cc3-c3ccccc3)cc2)CCC1. Cell line: DLD1. Synergy scores: synergy=20.1. (3) Synergy scores: synergy=-0.250. Drug 1: Nc1ccn(C2OC(CO)C(O)C2(F)F)c(=O)n1. Cell line: A2780. Drug 2: CCN(CC)CCNC(=O)c1c(C)[nH]c(C=C2C(=O)Nc3ccc(F)cc32)c1C. (4) Drug 1: O=c1[nH]cc(F)c(=O)[nH]1. Drug 2: CNC(=O)c1cc(Oc2ccc(NC(=O)Nc3ccc(Cl)c(C(F)(F)F)c3)cc2)ccn1. Cell line: A427. Synergy scores: synergy=2.87. (5) Drug 1: CC(C)CC(NC(=O)C(Cc1ccccc1)NC(=O)c1cnccn1)B(O)O. Drug 2: CCc1cnn2c(NCc3ccc[n+]([O-])c3)cc(N3CCCCC3CCO)nc12. Cell line: RKO. Synergy scores: synergy=-17.4. (6) Drug 1: COC1=C2CC(C)CC(OC)C(O)C(C)C=C(C)C(OC(N)=O)C(OC)C=CC=C(C)C(=O)NC(=CC1=O)C2=O. Drug 2: Cn1cc(-c2cnn3c(N)c(Br)c(C4CCCNC4)nc23)cn1. Cell line: A2058. Synergy scores: synergy=51.4. (7) Drug 1: CN1C(=O)C=CC2(C)C3CCC4(C)C(NC(=O)OCC(F)(F)F)CCC4C3CCC12. Drug 2: NC1(c2ccc(-c3nc4ccn5c(=O)[nH]nc5c4cc3-c3ccccc3)cc2)CCC1. Cell line: RKO. Synergy scores: synergy=5.06. (8) Drug 1: NC(=O)c1cccc2cn(-c3ccc(C4CCCNC4)cc3)nc12. Drug 2: NC1CCCCC1N.O=C(O)C(=O)O.[Pt+2]. Cell line: COLO320DM. Synergy scores: synergy=11.1. (9) Drug 1: CC1(c2nc3c(C(N)=O)cccc3[nH]2)CCCN1. Drug 2: NC1CCCCC1N.O=C(O)C(=O)O.[Pt+2]. Cell line: NCIH1650. Synergy scores: synergy=-17.4. (10) Drug 1: CN(C)C(=N)N=C(N)N. Drug 2: Cn1c(=O)n(-c2ccc(C(C)(C)C#N)cc2)c2c3cc(-c4cnc5ccccc5c4)ccc3ncc21. Cell line: A375. Synergy scores: synergy=14.4.